Dataset: Full USPTO retrosynthesis dataset with 1.9M reactions from patents (1976-2016). Task: Predict the reactants needed to synthesize the given product. The reactants are: Br[C:2]1[CH:7]=[CH:6][CH:5]=[C:4]([Br:8])[N:3]=1.[CH3:9][O:10][C:11]1[CH:16]=[CH:15][C:14]([C:17]2[S:18][C:19]([Sn](CCCC)(CCCC)CCCC)=[CH:20][N:21]=2)=[CH:13][CH:12]=1.C1(C)C=CC=CC=1. Given the product [Br:8][C:4]1[N:3]=[C:2]([C:19]2[S:18][C:17]([C:14]3[CH:15]=[CH:16][C:11]([O:10][CH3:9])=[CH:12][CH:13]=3)=[N:21][CH:20]=2)[CH:7]=[CH:6][CH:5]=1, predict the reactants needed to synthesize it.